This data is from Catalyst prediction with 721,799 reactions and 888 catalyst types from USPTO. The task is: Predict which catalyst facilitates the given reaction. (1) Reactant: C([O:3][C:4](=[O:34])[C:5]1[CH:10]=[CH:9][CH:8]=[C:7]([N:11]2[C:15]([CH3:16])=[CH:14][CH:13]=[C:12]2[C:17]2[CH:22]=[C:21]([Cl:23])[CH:20]=[CH:19][C:18]=2[O:24][CH2:25][C:26]2[CH:31]=[CH:30][C:29]([O:32][CH3:33])=[CH:28][CH:27]=2)[CH:6]=1)C.[OH-].[Na+]. Product: [Cl:23][C:21]1[CH:20]=[CH:19][C:18]([O:24][CH2:25][C:26]2[CH:27]=[CH:28][C:29]([O:32][CH3:33])=[CH:30][CH:31]=2)=[C:17]([C:12]2[N:11]([C:7]3[CH:6]=[C:5]([CH:10]=[CH:9][CH:8]=3)[C:4]([OH:34])=[O:3])[C:15]([CH3:16])=[CH:14][CH:13]=2)[CH:22]=1. The catalyst class is: 14. (2) Reactant: C(NC(C)C)(C)C.[Li]CCCC.[C:13]([Si:17]([C:20]1[C:25]([F:26])=[CH:24][N:23]=[C:22]([F:27])[C:21]=1[Cl:28])([CH3:19])[CH3:18])([CH3:16])([CH3:15])[CH3:14].[F:29][C:30]1[C:35]([C:36](N(OC)C)=[O:37])=[CH:34][CH:33]=[CH:32][N:31]=1. Product: [Si:17]([C:20]1[C:21]([Cl:28])=[C:22]([F:27])[N:23]=[C:24]([C:36]([C:35]2[C:30]([F:29])=[N:31][CH:32]=[CH:33][CH:34]=2)=[O:37])[C:25]=1[F:26])([C:13]([CH3:16])([CH3:14])[CH3:15])([CH3:19])[CH3:18]. The catalyst class is: 1. (3) Reactant: Br[C:2]1[CH:7]=[N:6][C:5]([Cl:8])=[C:4]2[N:9]([Si](C(C)(C)C)(C)C)[CH:10]=[CH:11][C:3]=12.C([Li])(C)(C)C.[C:24](=[O:26])=[O:25]. Product: [Cl:8][C:5]1[C:4]2[NH:9][CH:10]=[CH:11][C:3]=2[C:2]([C:24]([OH:26])=[O:25])=[CH:7][N:6]=1. The catalyst class is: 7. (4) Reactant: [N+:1]([C:4]1[CH:9]=[CH:8][C:7]([CH2:10][CH2:11][NH2:12])=[CH:6][CH:5]=1)([O-])=O.[CH3:13][S:14](Cl)(=[O:16])=[O:15].C(N(CC)CC)C. Product: [NH2:1][C:4]1[CH:9]=[CH:8][C:7]([CH2:10][CH2:11][NH:12][S:14]([CH3:13])(=[O:16])=[O:15])=[CH:6][CH:5]=1. The catalyst class is: 2. (5) Reactant: [CH3:1][O:2][C:3]1[CH:8]=[CH:7][C:6]([CH2:9][CH2:10][NH2:11])=[CH:5][CH:4]=1.C(=O)([O-])[O-].[Na+].[Na+].[C:18](Cl)(=[O:21])[O:19][CH3:20].O. Product: [CH3:1][O:2][C:3]1[CH:8]=[CH:7][C:6]([CH2:9][CH2:10][NH:11][C:18](=[O:21])[O:19][CH3:20])=[CH:5][CH:4]=1. The catalyst class is: 4.